This data is from Experimentally validated miRNA-target interactions with 360,000+ pairs, plus equal number of negative samples. The task is: Binary Classification. Given a miRNA mature sequence and a target amino acid sequence, predict their likelihood of interaction. (1) The miRNA is hsa-miR-4633-3p with sequence AGGAGCUAGCCAGGCAUAUGCA. The protein sequence of the target gene is MDLRTAVYNAARDGKLQLLQKLLSGRSREELDELTGEVAGGGTPLLIAARYGHLDVVEYLVDRCGASVEAGGSVHFDGETIEGAPPLWAASAAGHLDVVRSLLRRGASVNRTTRTNSTPLRAACFDGHLEVVRYLVGEHQADLEVANRHGHTCLMISCYKGHREIARYLLEQGAQVNRRSAKGNTALHDCAESGSLEILQLLLGCKARMERDGYGMTPLLAASVTGHTNIVEYLIQEQPGQEQVAGGEAQPGLPQEDPSTSQGCAQPQGAPCCSSSPEEPLNGESYESCCPTSREAAVEA.... Result: 1 (interaction). (2) The miRNA is hsa-miR-181a-5p with sequence AACAUUCAACGCUGUCGGUGAGU. The protein sequence of the target gene is MTDPMMDFFDDANLFGETLEGLSDDAFVQPGPVSLVDELNLGAEFEPLHIDSLNHVQGTPTHQKMTDFEQLNQFDSIKFHHVNQSFGSPAEHVLSPHSQFNCSPIHPQNQPNGLFPDVSDGSPMWGHQTATTISNQNGSPFHQQGHSHSMHQNKSFVAHHDFALFQANEQQTQCTSLRSQQNRNNLNPGQNSLSQSKNFMNVSGPHRVNVNHPPQMTNASNSQQSISMQQFSQTSNPSAHFHKCSSHQEGNFNGPSPNMTSCSVSNSQQFSSHYSFSSNHISPNSLLQSSAVLASNHTNQ.... Result: 1 (interaction). (3) The miRNA is hsa-miR-4271 with sequence GGGGGAAGAAAAGGUGGGG. The protein sequence of the target gene is MAKVNITRDLIRRQIKERGALSFERRYHVTDPFIRRLGLEAELQGHSGCVNCLEWNEKGDLLASGSDDQHTIVWDPLHHKKLLSMHTGHTANIFSVKFLPHAGDRILITGAADSKVHVHDLTVKETIHMFGDHTNRVKRIATAPMWPNTFWSAAEDGLIRQYDLRENSKHSEVLIDLTEYCGQLVEAKCLTVNPQDNNCLAVGASGPFVRLYDIRMIHNHRKSMKQSPSAGVHTFCDRQKPLPDGAAQYYVAGHLPVKLPDYNNRLRVLVATYVTFSPNGTELLVNMGGEQVYLFDLTYK.... Result: 1 (interaction).